This data is from Reaction yield outcomes from USPTO patents with 853,638 reactions. The task is: Predict the reaction yield, written as a fraction of the theoretical maximum amount of product (1.0 means a 100% yield; for example, 0.34 means a 34% yield). (1) The reactants are Br[C:2]1[CH:7]=[CH:6][C:5]([F:8])=[CH:4][C:3]=1[CH3:9].[C:10]([Cu])#[N:11]. The catalyst is CN(C=O)C.O. The product is [F:8][C:5]1[CH:6]=[CH:7][C:2]([C:10]#[N:11])=[C:3]([CH3:9])[CH:4]=1. The yield is 0.600. (2) The reactants are N[C:2]1[C:3]([C:11]([O:13][CH3:14])=[O:12])=[N:4][C:5]([Cl:10])=[C:6]([Cl:9])[C:7]=1[Cl:8].N([O-])=O.[Na+].[I-:19].[Na+].S(=O)(O)[O-].[Na+]. The catalyst is Cl.O.ClCCl.C(OCC)(=O)C. The product is [Cl:8][C:7]1[C:6]([Cl:9])=[C:5]([Cl:10])[N:4]=[C:3]([C:11]([O:13][CH3:14])=[O:12])[C:2]=1[I:19]. The yield is 0.610. (3) The reactants are Cl[C:2]1[N:10]=[C:9]2[C:5]([N:6]=[C:7]([CH2:12][N:13]3[CH2:18][CH2:17][CH:16]([C:19]([O:22][CH3:23])([CH3:21])[CH3:20])[CH2:15][CH2:14]3)[N:8]2[CH3:11])=[C:4]([N:24]2[CH2:29][CH2:28][O:27][CH2:26][CH2:25]2)[N:3]=1.[C:30]1([NH2:37])[C:31]([NH2:36])=[CH:32][CH:33]=[CH:34][CH:35]=1.CC(C)([O-])C.[Na+]. The catalyst is C1(C)C=CC=CC=1.C([O-])(=O)C.[Pd+2].C([O-])(=O)C. The product is [CH3:23][O:22][C:19]([CH:16]1[CH2:17][CH2:18][N:13]([CH2:12][C:7]2[N:8]([CH3:11])[C:9]3[C:5]([N:6]=2)=[C:4]([N:24]2[CH2:25][CH2:26][O:27][CH2:28][CH2:29]2)[N:3]=[C:2]([NH:36][C:31]2[C:30]([NH2:37])=[CH:35][CH:34]=[CH:33][CH:32]=2)[N:10]=3)[CH2:14][CH2:15]1)([CH3:21])[CH3:20]. The yield is 0.840. (4) The reactants are [CH2:1]([O:8][C@H:9]1[C@H:14]([O:15][CH2:16][C:17]2[CH:22]=[CH:21][CH:20]=[CH:19][CH:18]=2)[C@@H:13]([O:23][CH2:24][C:25]2[CH:30]=[CH:29][CH:28]=[CH:27][CH:26]=2)[C@H:12]([C:31]2[C:40]3[C:35](=[CH:36][CH:37]=[CH:38][CH:39]=3)[CH:34]=[C:33]([CH2:41]Br)[CH:32]=2)[O:11][C@H:10]1[CH2:43][O:44][CH2:45][C:46]1[CH:51]=[CH:50][CH:49]=[CH:48][CH:47]=1)[C:2]1[CH:7]=[CH:6][CH:5]=[CH:4][CH:3]=1.[C-:52]#[N:53].[K+]. The catalyst is CCO.O. The product is [CH2:24]([O:23][C@@H:13]1[C@@H:14]([O:15][CH2:16][C:17]2[CH:18]=[CH:19][CH:20]=[CH:21][CH:22]=2)[C@H:9]([O:8][CH2:1][C:2]2[CH:7]=[CH:6][CH:5]=[CH:4][CH:3]=2)[C@@H:10]([CH2:43][O:44][CH2:45][C:46]2[CH:51]=[CH:50][CH:49]=[CH:48][CH:47]=2)[O:11][C@H:12]1[C:31]1[C:40]2[C:35](=[CH:36][CH:37]=[CH:38][CH:39]=2)[CH:34]=[C:33]([CH2:41][C:52]#[N:53])[CH:32]=1)[C:25]1[CH:30]=[CH:29][CH:28]=[CH:27][CH:26]=1. The yield is 0.460. (5) The yield is 0.530. The product is [F:1][C:2]1[CH:7]=[CH:6][C:5]([CH:8]2[CH:13]([C:16]3[CH:21]=[CH:20][C:19]([S:22][CH3:23])=[CH:18][CH:17]=3)[CH:14]=[N:26][NH:25][C:9]2=[O:10])=[CH:4][CH:3]=1. The catalyst is C(O)C. The reactants are [F:1][C:2]1[CH:7]=[CH:6][C:5]([CH:8]([CH:13]([C:16]2[CH:21]=[CH:20][C:19]([S:22][CH3:23])=[CH:18][CH:17]=2)[CH:14]=O)[C:9](OC)=[O:10])=[CH:4][CH:3]=1.O.[NH2:25][NH2:26]. (6) The reactants are [CH:1]1([N:4]([CH3:18])[CH2:5][C:6]2[CH:11]=[CH:10][CH:9]=[C:8]([C:12]#[C:13][Si](C)(C)C)[CH:7]=2)[CH2:3][CH2:2]1.C(=O)([O-])[O-].[K+].[K+]. The catalyst is CO. The product is [CH:1]1([N:4]([CH2:5][C:6]2[CH:11]=[CH:10][CH:9]=[C:8]([C:12]#[CH:13])[CH:7]=2)[CH3:18])[CH2:3][CH2:2]1. The yield is 0.860. (7) The reactants are [Cl:1][C:2]1[CH:10]=[CH:9][C:5]([C:6]([OH:8])=O)=[CH:4][CH:3]=1.CN(C(ON1N=NC2C=CC=CC1=2)=[N+](C)C)C.[B-](F)(F)(F)F.C(N(C(C)C)C(C)C)C.[CH:42]([NH:45][C@@H:46]([CH2:53][CH2:54][CH3:55])[CH2:47][N:48]1[CH2:51][CH:50]([OH:52])[CH2:49]1)([CH3:44])[CH3:43]. The catalyst is C(Cl)Cl. The product is [Cl:1][C:2]1[CH:3]=[CH:4][C:5]([C:6]([N:45]([C@@H:46]([CH2:53][CH2:54][CH3:55])[CH2:47][N:48]2[CH2:51][CH:50]([OH:52])[CH2:49]2)[CH:42]([CH3:44])[CH3:43])=[O:8])=[CH:9][CH:10]=1. The yield is 0.140.